From a dataset of Reaction yield outcomes from USPTO patents with 853,638 reactions. Predict the reaction yield, written as a fraction of the theoretical maximum amount of product (1.0 means a 100% yield; for example, 0.34 means a 34% yield). (1) The reactants are C[O:2][C:3]1[C:4]([C:9]#[C:10][C:11]2[CH:16]=[CH:15][C:14]([C:17]3([NH:21][C:22](=[O:28])[O:23][C:24]([CH3:27])([CH3:26])[CH3:25])[CH2:20][CH2:19][CH2:18]3)=[CH:13][CH:12]=2)=[N:5][CH:6]=[CH:7][N:8]=1.[I:29]Cl. The catalyst is C(Cl)Cl. The product is [I:29][C:9]1[C:4]2[C:3](=[N:8][CH:7]=[CH:6][N:5]=2)[O:2][C:10]=1[C:11]1[CH:12]=[CH:13][C:14]([C:17]2([NH:21][C:22](=[O:28])[O:23][C:24]([CH3:27])([CH3:25])[CH3:26])[CH2:18][CH2:19][CH2:20]2)=[CH:15][CH:16]=1. The yield is 0.740. (2) The reactants are [C:1]([O:5][C:6](=[O:31])[N:7]([C:16]1[S:17][CH:18]=[CH:19][C@:20]([C:23]2[CH:28]=[C:27]([Br:29])[CH:26]=[CH:25][C:24]=2[F:30])([CH3:22])[N:21]=1)[CH2:8][O:9][CH2:10][CH2:11][Si:12]([CH3:15])([CH3:14])[CH3:13])([CH3:4])([CH3:3])[CH3:2].C([N-]C(C)C)(C)C.[Li+].[C:40](=[O:43])([O-])[O-:41].[K+].[K+].[CH3:46]I.C[CH2:49][O:50][C:51]([CH3:53])=[O:52]. The catalyst is C1COCC1.CN(C=O)C.C(Cl)Cl. The product is [Br:29][C:27]1[CH:26]=[CH:25][C:24]([F:30])=[C:23]([C@:20]2([CH3:22])[CH:19]=[C:18]([C:51]([O:50][CH3:49])=[O:52])[S:17][C:16]([N:7]([C:6]([O:5][C:1]([CH3:2])([CH3:3])[CH3:4])=[O:31])[CH2:8][O:9][CH2:10][CH2:11][Si:12]([CH3:15])([CH3:14])[CH3:13])=[N:21]2)[CH:28]=1.[Br:29][C:27]1[CH:26]=[C:25]([C:40]([O:41][CH3:46])=[O:43])[C:24]([F:30])=[C:23]([C@:20]2([CH3:22])[CH:19]=[C:53]([C:51]([O:50][CH3:49])=[O:52])[S:17][C:16]([N:7]([C:6]([O:5][C:1]([CH3:3])([CH3:2])[CH3:4])=[O:31])[CH2:8][O:9][CH2:10][CH2:11][Si:12]([CH3:15])([CH3:13])[CH3:14])=[N:21]2)[CH:28]=1. The yield is 0.670. (3) The reactants are [CH:1]1([C:4]2[CH:13]=[N:12][C:7]3[O:8][CH2:9][CH2:10][NH:11][C:6]=3[CH:5]=2)[CH2:3][CH2:2]1.[Br:14][C:15]1[CH:16]=[C:17]([CH:21]=[C:22]([Br:26])[C:23]=1[O:24][CH3:25])[C:18](Cl)=[O:19].C(N(CC)CC)C.Cl. The catalyst is ClCCl. The product is [CH:1]1([C:4]2[CH:13]=[N:12][C:7]3[O:8][CH2:9][CH2:10][N:11]([C:18]([C:17]4[CH:21]=[C:22]([Br:26])[C:23]([O:24][CH3:25])=[C:15]([Br:14])[CH:16]=4)=[O:19])[C:6]=3[CH:5]=2)[CH2:3][CH2:2]1. The yield is 0.330. (4) The reactants are [CH3:1][S:2]([O:5][CH2:6][CH2:7][C:8]1[CH:13]=[CH:12][CH:11]=[C:10]([N+:14]([O-:16])=[O:15])[CH:9]=1)(=[O:4])=[O:3].[N+:17]([C:20]1[CH:21]=[C:22](CCO)C=[CH:24][CH:25]=1)([O-:19])=[O:18].[N+](C1C=CC(S(Cl)(=O)=O)=CC=1)([O-])=O. No catalyst specified. The product is [N+:17]([C:20]1[CH:21]=[CH:22][C:1]([S:2]([O:5][CH2:6][CH2:7][C:8]2[CH:13]=[CH:12][CH:11]=[C:10]([N+:14]([O-:16])=[O:15])[CH:9]=2)(=[O:3])=[O:4])=[CH:24][CH:25]=1)([O-:19])=[O:18]. The yield is 0.680. (5) The reactants are [C:1]([OH:8])(=[O:7])/[CH:2]=[CH:3]/[C:4]([OH:6])=[O:5].[C:9]([N:12]1[CH2:17][CH2:16][N:15]([CH2:18][CH2:19][O:20][C:21]2[CH:26]=[CH:25][C:24]([CH:27]3[CH2:32][CH2:31][N:30]([C:33]4[CH2:34][CH2:35][C:36]5[N:37]([C:39]([C:42]([F:45])([F:44])[F:43])=[N:40][N:41]=5)[N:38]=4)[CH2:29][CH2:28]3)=[CH:23][CH:22]=2)[CH2:14][CH2:13]1)(=[O:11])[CH3:10].C(OC(=O)C)C. The catalyst is CO. The product is [C:1]([OH:8])(=[O:7])/[CH:2]=[CH:3]/[C:4]([OH:6])=[O:5].[C:9]([N:12]1[CH2:13][CH2:14][N:15]([CH2:18][CH2:19][O:20][C:21]2[CH:22]=[CH:23][C:24]([CH:27]3[CH2:28][CH2:29][N:30]([C:33]4[CH2:34][CH2:35][C:36]5[N:37]([C:39]([C:42]([F:43])([F:44])[F:45])=[N:40][N:41]=5)[N:38]=4)[CH2:31][CH2:32]3)=[CH:25][CH:26]=2)[CH2:16][CH2:17]1)(=[O:11])[CH3:10]. The yield is 0.740. (6) The reactants are [H-].[Na+].[CH3:3][O:4][C:5]1[CH:12]=[CH:11][C:8]([CH2:9][OH:10])=[CH:7][CH:6]=1.Br[C:14]1[CH:15]=[CH:16][C:17]([C:20]#[N:21])=[N:18][CH:19]=1.O. The product is [C:20]([C:17]1[CH:16]=[CH:15][C:14]([O:10][CH2:9][C:8]2[CH:11]=[CH:12][C:5]([O:4][CH3:3])=[CH:6][CH:7]=2)=[CH:19][N:18]=1)#[N:21]. The catalyst is CN(C=O)C. The yield is 0.600. (7) The reactants are Cl.[O:2]1[C:6]2[CH:7]=[CH:8][CH:9]=[CH:10][C:5]=2[C:4]([C:11]2[CH2:12][CH2:13][NH:14][CH2:15][CH:16]=2)=[CH:3]1.C([O-])=O.[NH4+]. The catalyst is [Pd].CO. The product is [O:2]1[C:6]2[CH:7]=[CH:8][CH:9]=[CH:10][C:5]=2[C:4]([CH:11]2[CH2:12][CH2:13][NH:14][CH2:15][CH2:16]2)=[CH:3]1. The yield is 0.820. (8) The reactants are [NH:1]1[C:9]2[C:4](=[CH:5][CH:6]=[C:7]([C:10](O)=[O:11])[CH:8]=2)[CH:3]=[CH:2]1.C1COCC1.[H-].[Al+3].[Li+].[H-].[H-].[H-].C(OCC)(=O)C. The catalyst is O.CO. The product is [NH:1]1[C:9]2[C:4](=[CH:5][CH:6]=[C:7]([CH2:10][OH:11])[CH:8]=2)[CH:3]=[CH:2]1. The yield is 0.960. (9) The reactants are [CH:1]1([S:4]([C:7]2[C:15]([O:16][CH3:17])=[CH:14][CH:13]=[C:12]3[C:8]=2[CH:9]=[N:10][N:11]3[CH:18]([CH2:37][CH:38]2[CH2:43][CH2:42][O:41][CH2:40][CH2:39]2)[C:19](=O)[CH2:20][CH2:21][C:22]([C:24]2[CH:29]=[CH:28][C:27]([CH:30]([OH:35])[C:31]([OH:34])([CH3:33])[CH3:32])=[CH:26][N:25]=2)=O)(=[O:6])=[O:5])[CH2:3][CH2:2]1.C([O-])(=O)C.[NH4+:48].C(O)(=O)C.C(=O)([O-])O.[Na+]. The catalyst is C(O)C. The product is [CH:1]1([S:4]([C:7]2[C:15]([O:16][CH3:17])=[CH:14][CH:13]=[C:12]3[C:8]=2[CH:9]=[N:10][N:11]3[CH:18]([C:19]2[NH:48][C:22]([C:24]3[N:25]=[CH:26][C:27]([CH:30]([OH:35])[C:31]([CH3:33])([OH:34])[CH3:32])=[CH:28][CH:29]=3)=[CH:21][CH:20]=2)[CH2:37][CH:38]2[CH2:39][CH2:40][O:41][CH2:42][CH2:43]2)(=[O:6])=[O:5])[CH2:3][CH2:2]1. The yield is 0.170.